Dataset: Full USPTO retrosynthesis dataset with 1.9M reactions from patents (1976-2016). Task: Predict the reactants needed to synthesize the given product. (1) Given the product [F:40][C:34]1[CH:35]=[C:36]([F:39])[CH:37]=[CH:38][C:33]=1[O:32][C:20]1[CH:21]=[C:22]2[C:26](=[CH:27][C:19]=1[C:17]([NH:16][C@@H:10]([CH2:11][CH2:12][N:13]([CH3:14])[CH3:15])[C:9]([OH:41])=[O:8])=[O:18])[N:25]([CH2:28][CH:29]([CH3:31])[CH3:30])[N:24]=[CH:23]2, predict the reactants needed to synthesize it. The reactants are: C[Si](C)(C)[O-].[K+].C[O:8][C:9](=[O:41])[C@@H:10]([NH:16][C:17]([C:19]1[CH:27]=[C:26]2[C:22]([CH:23]=[N:24][N:25]2[CH2:28][CH:29]([CH3:31])[CH3:30])=[CH:21][C:20]=1[O:32][C:33]1[CH:38]=[CH:37][C:36]([F:39])=[CH:35][C:34]=1[F:40])=[O:18])[CH2:11][CH2:12][N:13]([CH3:15])[CH3:14].Cl. (2) Given the product [C:1]([O:5][C:6]([N:8]1[CH2:14][CH2:13][C:12](=[O:15])[N:11]([CH2:16][CH2:17][CH2:18][OH:19])[CH2:10][C@H:9]1[CH3:27])=[O:7])([CH3:4])([CH3:3])[CH3:2], predict the reactants needed to synthesize it. The reactants are: [C:1]([O:5][C:6]([N:8]1[CH2:14][CH2:13][C:12](=[O:15])[N:11]([CH2:16][CH2:17][CH2:18][O:19]CC2C=CC=CC=2)[CH2:10][C@H:9]1[CH3:27])=[O:7])([CH3:4])([CH3:3])[CH3:2].